Predict the reactants needed to synthesize the given product. From a dataset of Full USPTO retrosynthesis dataset with 1.9M reactions from patents (1976-2016). (1) Given the product [Br:27][C:21]1[CH:22]=[C:23]([F:26])[CH:24]=[CH:25][C:20]=1[O:19][C:18]1[C:13]([NH:12][C:10]([NH2:9])=[S:11])=[N:14][CH:15]=[C:16]([S:28][C:29]2[CH:34]=[CH:33][CH:32]=[C:31]([O:35][CH3:36])[CH:30]=2)[CH:17]=1, predict the reactants needed to synthesize it. The reactants are: C([NH:9][C:10]([NH:12][C:13]1[C:18]([O:19][C:20]2[CH:25]=[CH:24][C:23]([F:26])=[CH:22][C:21]=2[Br:27])=[CH:17][C:16]([S:28][C:29]2[CH:34]=[CH:33][CH:32]=[C:31]([O:35][CH3:36])[CH:30]=2)=[CH:15][N:14]=1)=[S:11])(=O)C1C=CC=CC=1.CCO.[OH-].[Na+]. (2) Given the product [CH3:28][O:27][C:22]1[CH:23]=[C:24]2[C:19](=[CH:20][CH:21]=1)[CH:18]=[C:17]([C:2]1[CH:11]=[CH:10][C:5]([C:6]([OH:8])=[O:7])=[CH:4][C:3]=1[C:12]([F:15])([F:14])[F:13])[CH:26]=[CH:25]2, predict the reactants needed to synthesize it. The reactants are: Br[C:2]1[CH:11]=[CH:10][C:5]([C:6]([O:8]C)=[O:7])=[CH:4][C:3]=1[C:12]([F:15])([F:14])[F:13].Br[C:17]1[CH:26]=[CH:25][C:24]2[C:19](=[CH:20][CH:21]=[C:22]([O:27][CH3:28])[CH:23]=2)[CH:18]=1.C([O-])([O-])=O.[K+].[K+].O. (3) Given the product [CH3:42][O:41][CH:24]([O:23][CH3:22])[C:25]1[C:30]([O:31][CH2:32][O:33][CH3:34])=[C:29]([C:35]([F:38])([F:37])[F:36])[CH:28]=[CH:27][C:26]=1[CH2:39][O:21][C:18]1[CH:17]=[CH:16][C:15]([C:4]2[CH:5]=[CH:6][C:7]([CH2:8][C:9]([O:11][CH2:12][CH:13]=[CH2:14])=[O:10])=[C:2]([F:1])[CH:3]=2)=[CH:20][CH:19]=1, predict the reactants needed to synthesize it. The reactants are: [F:1][C:2]1[CH:3]=[C:4]([C:15]2[CH:20]=[CH:19][C:18]([OH:21])=[CH:17][CH:16]=2)[CH:5]=[CH:6][C:7]=1[CH2:8][C:9]([O:11][CH2:12][CH:13]=[CH2:14])=[O:10].[CH3:22][O:23][CH:24]([O:41][CH3:42])[C:25]1[C:30]([O:31][CH2:32][O:33][CH3:34])=[C:29]([C:35]([F:38])([F:37])[F:36])[CH:28]=[CH:27][C:26]=1[CH2:39]O. (4) Given the product [C:1]1([N:7]2[CH:11]=[C:10]([C:12]([NH:14][CH2:15][CH2:16][NH:17][C:18]([C:20]3[CH:21]=[CH:22][C:23]([C:26]([OH:28])=[O:27])=[N:24][CH:25]=3)=[O:19])=[O:13])[C:9]([C:31]([F:32])([F:33])[F:34])=[N:8]2)[CH:6]=[CH:5][CH:4]=[CH:3][CH:2]=1, predict the reactants needed to synthesize it. The reactants are: [C:1]1([N:7]2[CH:11]=[C:10]([C:12]([NH:14][CH2:15][CH2:16][NH:17][C:18]([C:20]3[CH:21]=[CH:22][C:23]([C:26]([O:28]CC)=[O:27])=[N:24][CH:25]=3)=[O:19])=[O:13])[C:9]([C:31]([F:34])([F:33])[F:32])=[N:8]2)[CH:6]=[CH:5][CH:4]=[CH:3][CH:2]=1.O.[OH-].[Li+]. (5) Given the product [CH3:14][S:15]([O:11][CH2:10][C:8]1[CH:9]=[C:4]([CH:1]([CH3:3])[CH3:2])[CH:5]=[CH:6][C:7]=1[O:12][CH3:13])(=[O:17])=[O:16], predict the reactants needed to synthesize it. The reactants are: [CH:1]([C:4]1[CH:5]=[CH:6][C:7]([O:12][CH3:13])=[C:8]([CH2:10][OH:11])[CH:9]=1)([CH3:3])[CH3:2].[CH3:14][S:15](Cl)(=[O:17])=[O:16].